Dataset: Full USPTO retrosynthesis dataset with 1.9M reactions from patents (1976-2016). Task: Predict the reactants needed to synthesize the given product. Given the product [CH2:15]([C:11]1[CH:10]=[CH:9][C:8]([NH:7][C:2]2[S:3][CH:4]=[CH:5][N:6]=2)=[CH:13][C:12]=1[OH:14])[CH3:16], predict the reactants needed to synthesize it. The reactants are: Br[C:2]1[S:3][CH:4]=[CH:5][N:6]=1.[NH2:7][C:8]1[CH:9]=[CH:10][C:11]([CH2:15][CH3:16])=[C:12]([OH:14])[CH:13]=1.Cl.